From a dataset of Catalyst prediction with 721,799 reactions and 888 catalyst types from USPTO. Predict which catalyst facilitates the given reaction. (1) Reactant: C([O:3][C:4]([C:6]1[NH:7][C:8]2[C:13]([CH:14]=1)=[CH:12][CH:11]=[CH:10][C:9]=2[NH:15][C:16]1[CH:21]=[C:20]([C:22]2[CH:27]=[CH:26][C:25]([C:28]([F:31])([F:30])[F:29])=[CH:24][CH:23]=2)[N:19]=[CH:18][N:17]=1)=O)C.[H-].[H-].[H-].[H-].[Li+].[Al+3].[O-]S([O-])(=O)=O.[Na+].[Na+].CO. Product: [F:31][C:28]([F:29])([F:30])[C:25]1[CH:26]=[CH:27][C:22]([C:20]2[N:19]=[CH:18][N:17]=[C:16]([NH:15][C:9]3[CH:10]=[CH:11][CH:12]=[C:13]4[C:8]=3[NH:7][C:6]([CH2:4][OH:3])=[CH:14]4)[CH:21]=2)=[CH:23][CH:24]=1. The catalyst class is: 49. (2) Reactant: [F:1][C:2]1[CH:7]=[C:6]([Br:8])[CH:5]=[CH:4][C:3]=1[SH:9].Cl[N:11]1[CH:16]=[CH:15][CH:14]=[C:13](Cl)[NH:12]1.[C:18](=O)([O-])[O-:19].[K+].[K+]. Product: [Br:8][C:6]1[CH:5]=[CH:4][C:3]([S:9][C:16]2[N:11]=[N:12][C:13]([O:19][CH3:18])=[CH:14][CH:15]=2)=[C:2]([F:1])[CH:7]=1. The catalyst class is: 21. (3) Reactant: Br[CH2:2][C:3]#[N:4].[C:5]1(=[O:15])[NH:9][C:8](=[O:10])[C:7]2=[CH:11][CH:12]=[CH:13][CH:14]=[C:6]12.[K].O. Product: [O:10]=[C:8]1[C:7]2[C:6](=[CH:14][CH:13]=[CH:12][CH:11]=2)[C:5](=[O:15])[N:9]1[CH2:2][C:3]#[N:4]. The catalyst class is: 9. (4) Reactant: [C:1]([O:5][C:6]([N:8]1[CH2:13][CH2:12][CH:11]([O:14][C:15]2[CH:20]=[CH:19][C:18]([NH2:21])=[CH:17][CH:16]=2)[CH2:10][CH2:9]1)=[O:7])([CH3:4])([CH3:3])[CH3:2].Cl[CH2:23][C:24]1[N:28]([CH2:29][C:30](=[O:38])[NH:31][CH:32]2[CH2:37][CH2:36][CH2:35][CH2:34][CH2:33]2)[C:27]2[CH:39]=[CH:40][C:41]([C:43]#[N:44])=[CH:42][C:26]=2[N:25]=1.C(N(C(C)C)CC)(C)C. Product: [C:1]([O:5][C:6]([N:8]1[CH2:13][CH2:12][CH:11]([O:14][C:15]2[CH:20]=[CH:19][C:18]([NH:21][CH2:23][C:24]3[N:28]([CH2:29][C:30](=[O:38])[NH:31][CH:32]4[CH2:37][CH2:36][CH2:35][CH2:34][CH2:33]4)[C:27]4[CH:39]=[CH:40][C:41]([C:43]#[N:44])=[CH:42][C:26]=4[N:25]=3)=[CH:17][CH:16]=2)[CH2:10][CH2:9]1)=[O:7])([CH3:4])([CH3:2])[CH3:3]. The catalyst class is: 9.